From a dataset of Forward reaction prediction with 1.9M reactions from USPTO patents (1976-2016). Predict the product of the given reaction. Given the reactants Cl.CN(C)CCCN=C=NCC.[Cl:13][C:14]1[CH:31]=[C:30]([F:32])[C:29]([N:33]2[C:38](=[O:39])[CH:37]=[C:36]([C:40]([F:43])([F:42])[F:41])[N:35]([CH3:44])[C:34]2=[O:45])=[CH:28][C:15]=1[O:16][C:17]1[C:18]([O:23][CH2:24][C:25]([OH:27])=[O:26])=[N:19][CH:20]=[CH:21][CH:22]=1.[C:46]([O:50][CH3:51])(=[O:49])[CH2:47]O.CN(C)C=O, predict the reaction product. The product is: [Cl:13][C:14]1[CH:31]=[C:30]([F:32])[C:29]([N:33]2[C:38](=[O:39])[CH:37]=[C:36]([C:40]([F:43])([F:42])[F:41])[N:35]([CH3:44])[C:34]2=[O:45])=[CH:28][C:15]=1[O:16][C:17]1[C:18]([O:23][CH2:24][C:25]([O:27][CH2:47][C:46]([O:50][CH3:51])=[O:49])=[O:26])=[N:19][CH:20]=[CH:21][CH:22]=1.